This data is from Reaction yield outcomes from USPTO patents with 853,638 reactions. The task is: Predict the reaction yield, written as a fraction of the theoretical maximum amount of product (1.0 means a 100% yield; for example, 0.34 means a 34% yield). (1) The reactants are [Cl:1][C:2]1[C:3]2[CH:18]=[CH:17][NH:16][C:4]=2[N:5]=[C:6]([S:8][C:9]2[CH:14]=[CH:13][C:12]([F:15])=[CH:11][CH:10]=2)[N:7]=1.[H-].[Na+].[CH2:21](I)[CH3:22]. The catalyst is CN(C=O)C. The product is [Cl:1][C:2]1[C:3]2[CH:18]=[CH:17][N:16]([CH2:21][CH3:22])[C:4]=2[N:5]=[C:6]([S:8][C:9]2[CH:10]=[CH:11][C:12]([F:15])=[CH:13][CH:14]=2)[N:7]=1. The yield is 0.950. (2) The reactants are Cl[C:2]1[N:3]=[CH:4][CH:5]=[C:6]2[CH:10]=[CH:9][NH:8][C:7]=12.[CH:11]1([C:14]([NH2:16])=[O:15])[CH2:13][CH2:12]1. No catalyst specified. The product is [NH:8]1[C:7]2=[C:2]([NH:16][C:14]([CH:11]3[CH2:13][CH2:12]3)=[O:15])[N:3]=[CH:4][CH:5]=[C:6]2[CH:10]=[CH:9]1. The yield is 0.0759. (3) The reactants are [F:1][C:2]1[CH:7]=[CH:6][C:5]([C:8]([CH3:20])([CH3:19])[CH2:9][NH:10][C:11]2[CH:18]=[CH:17][C:14]([C:15]#[N:16])=[CH:13][N:12]=2)=[CH:4][CH:3]=1.C([O-])([O-])=[O:22].[K+].[K+].OO. The catalyst is CS(C)=O.CCOC(C)=O. The product is [F:1][C:2]1[CH:7]=[CH:6][C:5]([C:8]([CH3:20])([CH3:19])[CH2:9][NH:10][C:11]2[CH:18]=[CH:17][C:14]([C:15]([NH2:16])=[O:22])=[CH:13][N:12]=2)=[CH:4][CH:3]=1. The yield is 0.770.